Task: Predict the reaction yield, written as a fraction of the theoretical maximum amount of product (1.0 means a 100% yield; for example, 0.34 means a 34% yield).. Dataset: Reaction yield outcomes from USPTO patents with 853,638 reactions The reactants are Cl[C:2]1[C:11]2[C:10](=[O:12])[N:9]([CH2:13][C@@H:14]3[CH2:18][O:17]C(C)(C)[O:15]3)[CH:8]=[N:7][C:6]=2[N:5]([CH3:21])[C:4](=[O:22])[C:3]=1[CH3:23].[F:24][C:25]1[CH:31]=[C:30]([I:32])[CH:29]=[CH:28][C:26]=1[NH2:27].CC1(C)C2C=CC=C(P(C3C=CC=CC=3)C3C=CC=CC=3)C=2OC2C1=CC=CC=2P(C1C=CC=CC=1)C1C=CC=CC=1.CC(C)([O-])C.[Na+]. The catalyst is O1CCOCC1.C1C=CC(/C=C/C(/C=C/C2C=CC=CC=2)=O)=CC=1.C1C=CC(/C=C/C(/C=C/C2C=CC=CC=2)=O)=CC=1.C1C=CC(/C=C/C(/C=C/C2C=CC=CC=2)=O)=CC=1.[Pd].[Pd]. The product is [OH:15][C@@H:14]([CH2:18][OH:17])[CH2:13][N:9]1[C:10](=[O:12])[C:11]2[C:2]([NH:27][C:26]3[CH:28]=[CH:29][C:30]([I:32])=[CH:31][C:25]=3[F:24])=[C:3]([CH3:23])[C:4](=[O:22])[N:5]([CH3:21])[C:6]=2[N:7]=[CH:8]1. The yield is 0.310.